This data is from Forward reaction prediction with 1.9M reactions from USPTO patents (1976-2016). The task is: Predict the product of the given reaction. (1) Given the reactants [O:1]1[C:5]2[CH:6]=[CH:7][CH:8]=[CH:9][C:4]=2[N:3]=[CH:2]1.I[C:11]1[CH:20]=[CH:19][C:14]([C:15]([O:17][CH3:18])=[O:16])=[CH:13][CH:12]=1.C1C=CC(P(C2C=CC=CC=2)C2C=CC=CC=2)=CC=1.C([O-])([O-])=O.[Na+].[Na+].C(N)CN, predict the reaction product. The product is: [O:1]1[C:5]2[CH:6]=[CH:7][CH:8]=[CH:9][C:4]=2[N:3]=[C:2]1[C:11]1[CH:20]=[CH:19][C:14]([C:15]([O:17][CH3:18])=[O:16])=[CH:13][CH:12]=1. (2) Given the reactants [CH3:1][O:2][C:3](=[NH:8])[NH:4][N+:5]([O-:7])=[O:6].[Cl-].[Na+].Cl.CN.[C:14](=O)([O-])O.[Na+].Cl, predict the reaction product. The product is: [CH3:14][NH:8][C:3](=[N:4][N+:5]([O-:7])=[O:6])[O:2][CH3:1]. (3) The product is: [Br:1][C:2]1[CH:7]=[CH:6][C:5]([CH2:8][C:9]([NH2:12])=[O:10])=[CH:4][CH:3]=1. Given the reactants [Br:1][C:2]1[CH:7]=[CH:6][C:5]([CH2:8][C:9](Cl)=[O:10])=[CH:4][CH:3]=1.[NH3:12], predict the reaction product. (4) Given the reactants [CH3:1][C:2]1[C:6]([S:7](Cl)(=[O:9])=[O:8])=[C:5]([CH3:11])[O:4][N:3]=1.[NH2:12][C@H:13]([C:34]1[CH:39]=[CH:38][CH:37]=[CH:36][CH:35]=1)[CH2:14][CH2:15][N:16]1[CH2:21][CH2:20][CH:19]([C:22]2[CH:23]=[C:24]([NH:28][C:29](=[O:33])[CH:30]([CH3:32])[CH3:31])[CH:25]=[CH:26][CH:27]=2)[CH2:18][CH2:17]1, predict the reaction product. The product is: [CH3:1][C:2]1[C:6]([S:7]([NH:12][C@H:13]([C:34]2[CH:35]=[CH:36][CH:37]=[CH:38][CH:39]=2)[CH2:14][CH2:15][N:16]2[CH2:21][CH2:20][CH:19]([C:22]3[CH:23]=[C:24]([NH:28][C:29](=[O:33])[CH:30]([CH3:32])[CH3:31])[CH:25]=[CH:26][CH:27]=3)[CH2:18][CH2:17]2)(=[O:9])=[O:8])=[C:5]([CH3:11])[O:4][N:3]=1. (5) Given the reactants Br[CH2:2][C:3](Br)=[O:4].Cl.[NH2:7][CH:8]1[CH2:16][C:15]2[C:10](=[CH:11][CH:12]=[CH:13][CH:14]=2)[CH2:9]1.[CH3:17][O:18][C:19]1[CH:20]=[C:21]([CH:38]=[CH:39][C:40]=1[O:41][CH3:42])[CH2:22][CH:23]1[C:29]2[CH:30]=[C:31]([O:36][CH3:37])[C:32]([O:34][CH3:35])=[CH:33][C:28]=2[CH2:27][CH2:26][CH2:25][NH:24]1, predict the reaction product. The product is: [CH3:17][O:18][C:19]1[CH:20]=[C:21]([CH:38]=[CH:39][C:40]=1[O:41][CH3:42])[CH2:22][CH:23]1[C:29]2[CH:30]=[C:31]([O:36][CH3:37])[C:32]([O:34][CH3:35])=[CH:33][C:28]=2[CH2:27][CH2:26][CH2:25][N:24]1[CH2:2][C:3]([NH:7][CH:8]1[CH2:16][C:15]2[C:10](=[CH:11][CH:12]=[CH:13][CH:14]=2)[CH2:9]1)=[O:4]. (6) Given the reactants [Cl:1][C:2]1[CH:14]=[CH:13][CH:12]=[CH:11][C:3]=1[C:4]([NH:6][CH2:7][C:8]([OH:10])=[O:9])=O.C([O-])(=O)C.[Na+].C(OC(=O)C)(=O)C.[CH:27](=O)[C:28]1[CH:33]=[CH:32][CH:31]=[CH:30][CH:29]=1, predict the reaction product. The product is: [CH:27](=[C:7]1[C:8](=[O:10])[O:9][C:4]([C:3]2[CH:11]=[CH:12][CH:13]=[CH:14][C:2]=2[Cl:1])=[N:6]1)[C:28]1[CH:33]=[CH:32][CH:31]=[CH:30][CH:29]=1.